From a dataset of Full USPTO retrosynthesis dataset with 1.9M reactions from patents (1976-2016). Predict the reactants needed to synthesize the given product. (1) Given the product [CH:27]1([C@H:18]([NH:17][CH2:1][C:3]2[CH:4]=[CH:5][C:6]([CH2:9][CH2:10][C:11]([O:13][CH2:14][CH3:15])=[O:12])=[N:7][CH:8]=2)[C:19]([O:21][CH:22]2[CH2:23][CH2:24][CH2:25][CH2:26]2)=[O:20])[CH2:28][CH2:29][CH2:30][CH2:31][CH2:32]1, predict the reactants needed to synthesize it. The reactants are: [CH:1]([C:3]1[CH:4]=[CH:5][C:6]([CH2:9][CH2:10][C:11]([O:13][CH2:14][CH3:15])=[O:12])=[N:7][CH:8]=1)=O.Cl.[NH2:17][C@@H:18]([CH:27]1[CH2:32][CH2:31][CH2:30][CH2:29][CH2:28]1)[C:19]([O:21][CH:22]1[CH2:26][CH2:25][CH2:24][CH2:23]1)=[O:20].C(N(CC)CC)C.S([O-])([O-])(=O)=O.[Mg+2].C(O[BH-](OC(=O)C)OC(=O)C)(=O)C.[Na+]. (2) The reactants are: C1(C)C=CC=CC=1.[Cl:8][C:9]1[CH:10]=[C:11]([CH:27]=[CH:28][C:29]=1[F:30])[C:12]([C@@H:14]1[CH2:19][CH2:18][CH2:17][N:16]([C:20]([O:22][C:23]([CH3:26])([CH3:25])[CH3:24])=[O:21])[CH2:15]1)=[O:13].CO. Given the product [Cl:8][C:9]1[CH:10]=[C:11]([C@H:12]([OH:13])[C@@H:14]2[CH2:19][CH2:18][CH2:17][N:16]([C:20]([O:22][C:23]([CH3:25])([CH3:24])[CH3:26])=[O:21])[CH2:15]2)[CH:27]=[CH:28][C:29]=1[F:30], predict the reactants needed to synthesize it. (3) Given the product [Cl:21][C:22]1[CH:23]=[C:24]([NH:35][C:36]2[N:38]=[CH:2][C:3]3[C:4]([CH3:20])([CH3:19])[CH2:5][C:6]4[C:7]([C:14]([O:16][CH2:17][CH3:18])=[O:15])=[N:8][N:9]([CH3:13])[C:10]=4[C:11]=3[N:37]=2)[CH:25]=[CH:26][C:27]=1[N:28]1[CH2:33][CH2:32][N:31]([CH3:34])[CH2:30][CH2:29]1, predict the reactants needed to synthesize it. The reactants are: O[CH:2]=[C:3]1[C:11](=O)[C:10]2[N:9]([CH3:13])[N:8]=[C:7]([C:14]([O:16][CH2:17][CH3:18])=[O:15])[C:6]=2[CH2:5][C:4]1([CH3:20])[CH3:19].[Cl:21][C:22]1[CH:23]=[C:24]([NH:35][C:36]([NH2:38])=[NH:37])[CH:25]=[CH:26][C:27]=1[N:28]1[CH2:33][CH2:32][N:31]([CH3:34])[CH2:30][CH2:29]1.